This data is from Peptide-MHC class I binding affinity with 185,985 pairs from IEDB/IMGT. The task is: Regression. Given a peptide amino acid sequence and an MHC pseudo amino acid sequence, predict their binding affinity value. This is MHC class I binding data. (1) The peptide sequence is EINNELELV. The MHC is HLA-A02:01 with pseudo-sequence HLA-A02:01. The binding affinity (normalized) is 0.166. (2) The peptide sequence is RPQKRPSCI. The MHC is HLA-B18:01 with pseudo-sequence HLA-B18:01. The binding affinity (normalized) is 0. (3) The peptide sequence is TVYGLGADV. The MHC is HLA-A02:16 with pseudo-sequence HLA-A02:16. The binding affinity (normalized) is 0.462. (4) The peptide sequence is MPAYIRNTL. The MHC is HLA-A69:01 with pseudo-sequence HLA-A69:01. The binding affinity (normalized) is 1.00. (5) The peptide sequence is PPLISILMI. The MHC is HLA-B35:01 with pseudo-sequence HLA-B35:01. The binding affinity (normalized) is 0.0880. (6) The peptide sequence is MSLLDAHIPQL. The MHC is HLA-B08:01 with pseudo-sequence HLA-B08:01. The binding affinity (normalized) is 0.0781.